The task is: Predict the product of the given reaction.. This data is from Forward reaction prediction with 1.9M reactions from USPTO patents (1976-2016). Given the reactants C(OC([NH:8][C@@H:9]1[CH2:14][CH2:13][CH2:12][N:11]([C:15]2[N:23]([CH2:24][CH:25]=[C:26]([CH3:28])[CH3:27])[C:22]3[C:21](=[O:29])[N:20]([CH2:30][C:31]([C:33]4[CH:38]=[CH:37][CH:36]=[C:35]([O:39][CH3:40])[CH:34]=4)=[O:32])[CH:19]=[N:18][C:17]=3[C:16]=2C(O)=O)[CH2:10]1)=O)(C)(C)C.C(O)(C(F)(F)F)=O, predict the reaction product. The product is: [NH2:8][C@@H:9]1[CH2:14][CH2:13][CH2:12][N:11]([C:15]2[N:23]([CH2:24][CH:25]=[C:26]([CH3:28])[CH3:27])[C:22]3[C:21](=[O:29])[N:20]([CH2:30][C:31]([C:33]4[CH:38]=[CH:37][CH:36]=[C:35]([O:39][CH3:40])[CH:34]=4)=[O:32])[CH:19]=[N:18][C:17]=3[CH:16]=2)[CH2:10]1.